Binary Classification. Given a drug SMILES string, predict its activity (active/inactive) in a high-throughput screening assay against a specified biological target. From a dataset of M1 muscarinic receptor antagonist screen with 61,756 compounds. The compound is O(C(=O)NC(c1ccccc1)CC(O)=O)Cc1ccccc1. The result is 0 (inactive).